From a dataset of Forward reaction prediction with 1.9M reactions from USPTO patents (1976-2016). Predict the product of the given reaction. (1) Given the reactants C(OC([N:8]1[CH2:13][CH2:12][CH:11]([O:14][C:15]2[CH:20]=[CH:19][C:18]([C:21]3[CH:26]=[CH:25][C:24]([F:27])=[CH:23][CH:22]=3)=[CH:17][N:16]=2)[CH2:10][CH2:9]1)=O)(C)(C)C.Cl, predict the reaction product. The product is: [F:27][C:24]1[CH:23]=[CH:22][C:21]([C:18]2[CH:19]=[CH:20][C:15]([O:14][CH:11]3[CH2:12][CH2:13][NH:8][CH2:9][CH2:10]3)=[N:16][CH:17]=2)=[CH:26][CH:25]=1. (2) Given the reactants [Br:1][C:2]1[CH:9]=[CH:8]C(C#N)=[C:4]([O:10][C:11]2[CH:16]=[CH:15][CH:14]=[CH:13][CH:12]=2)[CH:3]=1.[OH-:17].[Na+].Cl.[CH3:20][CH2:21][OH:22], predict the reaction product. The product is: [Br:1][C:2]1[CH:9]=[CH:8][C:20]([C:21]([OH:17])=[O:22])=[C:4]([O:10][C:11]2[CH:16]=[CH:15][CH:14]=[CH:13][CH:12]=2)[CH:3]=1. (3) Given the reactants [CH2:1]([O:3][C:4](=[O:16])[CH:5](Cl)[C:6]([C:8]1[CH:13]=[CH:12][CH:11]=[C:10]([F:14])[CH:9]=1)=O)[CH3:2].[C:17]([NH2:20])(=[S:19])[CH3:18], predict the reaction product. The product is: [CH2:1]([O:3][C:4]([C:5]1[S:19][C:17]([CH3:18])=[N:20][C:6]=1[C:8]1[CH:13]=[CH:12][CH:11]=[C:10]([F:14])[CH:9]=1)=[O:16])[CH3:2]. (4) Given the reactants C([O:3][C:4](=[O:40])[C:5]1[CH:10]=[CH:9][C:8]([N:11]2[C:19]3[C:14](=[CH:15][CH:16]=[C:17]([O:20][CH2:21][CH2:22][NH:23][C:24]([O:26][CH2:27][C:28]4[CH:33]=[CH:32][CH:31]=[CH:30][CH:29]=4)=[O:25])[CH:18]=3)[C:13]([C:34]#[N:35])=[CH:12]2)=[CH:7][C:6]=1[O:36]COC)C.C(O)C.O.[OH-].[Li+].Cl, predict the reaction product. The product is: [CH2:27]([O:26][C:24]([NH:23][CH2:22][CH2:21][O:20][C:17]1[CH:18]=[C:19]2[C:14]([C:13]([C:34]#[N:35])=[CH:12][N:11]2[C:8]2[CH:9]=[CH:10][C:5]([C:4]([OH:40])=[O:3])=[C:6]([OH:36])[CH:7]=2)=[CH:15][CH:16]=1)=[O:25])[C:28]1[CH:33]=[CH:32][CH:31]=[CH:30][CH:29]=1. (5) Given the reactants [Cl:1][C:2]1[CH:3]=[C:4]([O:12][CH:13]2[CH2:18][CH2:17][O:16][CH2:15][CH2:14]2)[C:5]([CH3:11])=[C:6]([CH:10]=1)[C:7]([OH:9])=O.Cl.[NH2:20][CH2:21][C:22]1[C:27](=[O:28])[CH:26]=[C:25]([CH3:29])[NH:24][C:23]=1[CH3:30].C(Cl)CCl.C1C=NC2N(O)N=NC=2C=1.CN1CCOCC1.C([O-])(O)=O.[Na+], predict the reaction product. The product is: [Cl:1][C:2]1[CH:3]=[C:4]([O:12][CH:13]2[CH2:18][CH2:17][O:16][CH2:15][CH2:14]2)[C:5]([CH3:11])=[C:6]([CH:10]=1)[C:7]([NH:20][CH2:21][C:22]1[C:27](=[O:28])[CH:26]=[C:25]([CH3:29])[NH:24][C:23]=1[CH3:30])=[O:9].